The task is: Predict the product of the given reaction.. This data is from Forward reaction prediction with 1.9M reactions from USPTO patents (1976-2016). Given the reactants [CH2:1]([N:3]([CH2:17][CH3:18])[CH2:4][CH2:5][CH2:6][O:7][C:8]1[CH:13]=[CH:12][C:11]([N+:14]([O-])=O)=[CH:10][CH:9]=1)[CH3:2].C[N:20]([CH:22]=O)C.[CH2:24]([O:31][C:32]1[CH:37]=[CH:36][C:35]([C:38](=O)[CH2:39]Br)=[CH:34][CH:33]=1)[C:25]1[CH:30]=[CH:29][CH:28]=[CH:27][CH:26]=1.CC[O:44][CH2:45][CH3:46], predict the reaction product. The product is: [CH2:1]([N:3]([CH2:17][CH3:18])[CH2:4][CH2:5][CH2:6][O:7][C:8]1[CH:13]=[CH:12][C:11]([N:14]2[CH:39]=[C:38]([C:35]3[CH:36]=[CH:37][C:32]([O:31][CH2:24][C:25]4[CH:30]=[CH:29][C:28]([O:44][C:45]5[CH:46]=[CH:27][CH:26]=[CH:25][CH:24]=5)=[CH:27][CH:26]=4)=[CH:33][CH:34]=3)[N:20]=[C:22]2[CH2:34][CH:35]([CH3:38])[CH3:36])=[CH:10][CH:9]=1)[CH3:2].